Regression. Given a peptide amino acid sequence and an MHC pseudo amino acid sequence, predict their binding affinity value. This is MHC class II binding data. From a dataset of Peptide-MHC class II binding affinity with 134,281 pairs from IEDB. (1) The peptide sequence is LQYAGCSEQEVNRVL. The MHC is DRB1_0101 with pseudo-sequence DRB1_0101. The binding affinity (normalized) is 0.732. (2) The peptide sequence is YEGQRVVFIQPSPVRD. The MHC is HLA-DQA10301-DQB10302 with pseudo-sequence HLA-DQA10301-DQB10302. The binding affinity (normalized) is 0.599. (3) The peptide sequence is ESYKFIPALEAAVKQ. The MHC is HLA-DPA10201-DPB10101 with pseudo-sequence HLA-DPA10201-DPB10101. The binding affinity (normalized) is 0.590. (4) The peptide sequence is MAVYTLITAAIIHRE. The MHC is DRB1_1201 with pseudo-sequence DRB1_1201. The binding affinity (normalized) is 0.217. (5) The peptide sequence is DDLMGSRSNFDSTLI. The MHC is DRB1_1101 with pseudo-sequence DRB1_1101. The binding affinity (normalized) is 0. (6) The peptide sequence is AFKVAGTAANAAPAN. The MHC is DRB1_0701 with pseudo-sequence DRB1_0701. The binding affinity (normalized) is 0.709.